From a dataset of Forward reaction prediction with 1.9M reactions from USPTO patents (1976-2016). Predict the product of the given reaction. (1) Given the reactants CC1C=CC(S(OC[C@@H:13]2[C@@H:20]3[C@@H:16]([O:17][C:18]([CH3:22])([CH3:21])[O:19]3)[C@H:15]([N:23]3[CH:31]=[N:30][C:29]4[C:24]3=[N:25][C:26]([Cl:47])=[N:27][C:28]=4[NH:32][CH2:33][CH2:34][C:35]3[CH:40]=[CH:39][C:38]([C:41]4[CH:46]=[CH:45][CH:44]=[CH:43][CH:42]=4)=[CH:37][CH:36]=3)[O:14]2)(=O)=O)=CC=1.[O:48]=[C:49]1[CH:53]([NH:54][C:55](=[O:61])[O:56][C:57]([CH3:60])([CH3:59])[CH3:58])[CH2:52][CH2:51][S:50]1.[CH3:62][O-:63].[Na+].[CH3:65]O, predict the reaction product. The product is: [C:38]1([C:41]2[CH:46]=[CH:45][CH:44]=[CH:43][CH:42]=2)[CH:37]=[CH:36][C:35]([CH2:34][CH2:33][NH:32][C:28]2[N:27]=[C:26]([Cl:47])[N:25]=[C:24]3[C:29]=2[N:30]=[CH:31][N:23]3[C@H:15]2[C@@H:16]3[O:17][C:18]([CH3:21])([CH3:22])[O:19][C@@H:20]3[C@@H:13]([CH2:65][S:50][CH2:51][CH2:52][CH:53]([NH:54][C:55]([O:56][C:57]([CH3:60])([CH3:59])[CH3:58])=[O:61])[C:49]([O:63][CH3:62])=[O:48])[O:14]2)=[CH:40][CH:39]=1. (2) Given the reactants CN.[CH3:3][C:4]1[N:5]=[C:6]([NH:15][C:16]([N:18]2C=CN=[CH:19]2)=[O:17])[S:7][C:8]=1[C:9]1[CH:14]=[CH:13][N:12]=[CH:11][CH:10]=1, predict the reaction product. The product is: [CH3:19][NH:18][C:16]([NH:15][C:6]1[S:7][C:8]([C:9]2[CH:14]=[CH:13][N:12]=[CH:11][CH:10]=2)=[C:4]([CH3:3])[N:5]=1)=[O:17]. (3) Given the reactants [OH:1][C:2]1[CH:3]=[C:4]([CH3:11])[C:5]([C:8]([OH:10])=[O:9])=[N:6][CH:7]=1.S(=O)(=O)(O)O.[CH3:17]O, predict the reaction product. The product is: [OH:1][C:2]1[CH:3]=[C:4]([CH3:11])[C:5]([C:8]([O:10][CH3:17])=[O:9])=[N:6][CH:7]=1. (4) Given the reactants [OH:1][C:2]1[CH:3]=[N:4][C:5]([C:8]2[CH:9]=[C:10]([CH:25]=[CH:26][CH:27]=2)[CH2:11][C:12]2[C:17](=[O:18])[CH:16]=[CH:15][N:14]([C:19]3[CH:20]=[N:21][N:22]([CH3:24])[CH:23]=3)[N:13]=2)=[N:6][CH:7]=1.C([O-])([O-])=O.[K+].[K+].[CH3:34][C:35]1([O:38][CH2:37]1)[CH3:36], predict the reaction product. The product is: [OH:38][C:35]([CH3:37])([CH3:36])[CH2:34][O:1][C:2]1[CH:3]=[N:4][C:5]([C:8]2[CH:9]=[C:10]([CH:25]=[CH:26][CH:27]=2)[CH2:11][C:12]2[C:17](=[O:18])[CH:16]=[CH:15][N:14]([C:19]3[CH:20]=[N:21][N:22]([CH3:24])[CH:23]=3)[N:13]=2)=[N:6][CH:7]=1. (5) Given the reactants Cl[C:2]1[N:11]=[CH:10][CH:9]=[C:8]2[C:3]=1[C:4]1[CH:16]=[C:15]([F:17])[CH:14]=[CH:13][C:5]=1[C:6](Cl)=[N:7]2.[CH3:18][C:19]([CH3:23])([CH3:22])[CH2:20][NH2:21].[O:24]1CCOCC1, predict the reaction product. The product is: [CH3:18][C:19]([CH3:23])([CH3:22])[CH2:20][NH:21][C:6]1[C:5]2[CH:13]=[CH:14][C:15]([F:17])=[CH:16][C:4]=2[C:3]2[C:2](=[O:24])[NH:11][CH:10]=[CH:9][C:8]=2[N:7]=1. (6) Given the reactants [Cl:1][C:2]1[C:3]([O:12][C:13]2[CH:18]=[C:17]([O:19][CH2:20][CH2:21][O:22][CH3:23])[CH:16]=[CH:15][C:14]=2[CH2:24][CH2:25][CH2:26][N:27]([S:35]([C:38]2[CH:43]=[CH:42][CH:41]=[CH:40][C:39]=2[N+:44]([O-:46])=[O:45])(=[O:37])=[O:36])C(=O)OC(C)(C)C)=[N:4][CH:5]=[C:6]([C:8]([F:11])([F:10])[F:9])[CH:7]=1.Cl.FC(F)(F)C(O)=O.C(=O)([O-])O.[Na+], predict the reaction product. The product is: [Cl:1][C:2]1[C:3]([O:12][C:13]2[CH:18]=[C:17]([O:19][CH2:20][CH2:21][O:22][CH3:23])[CH:16]=[CH:15][C:14]=2[CH2:24][CH2:25][CH2:26][NH:27][S:35]([C:38]2[CH:43]=[CH:42][CH:41]=[CH:40][C:39]=2[N+:44]([O-:46])=[O:45])(=[O:36])=[O:37])=[N:4][CH:5]=[C:6]([C:8]([F:10])([F:9])[F:11])[CH:7]=1. (7) The product is: [C:18]1([C@H:16]([N:15]2[C:11]3[C:10]4[CH:9]=[CH:8][CH:7]=[CH:6][C:5]=4[N:4]=[C:3]([NH2:25])[C:12]=3[N:13]=[C:14]2[NH2:24])[CH3:17])[CH:23]=[CH:22][CH:21]=[CH:20][CH:19]=1. Given the reactants Br.Cl[C:3]1[C:12]2[N:13]=[C:14]([NH2:24])[N:15]([C@@H:16]([C:18]3[CH:23]=[CH:22][CH:21]=[CH:20][CH:19]=3)[CH3:17])[C:11]=2[C:10]2[CH:9]=[CH:8][CH:7]=[CH:6][C:5]=2[N:4]=1.[NH3:25], predict the reaction product. (8) Given the reactants Br[C:2]1[CH:7]=[CH:6][C:5]([Cl:8])=[C:4]([F:9])[CH:3]=1.[C:10]([CH2:13]C(=O)C)(=[O:12])[CH3:11].P([O-])([O-])([O-])=O.[K+].[K+].[K+].Cl, predict the reaction product. The product is: [Cl:8][C:5]1[CH:6]=[CH:7][C:2]([CH2:11][C:10](=[O:12])[CH3:13])=[CH:3][C:4]=1[F:9].